Dataset: Full USPTO retrosynthesis dataset with 1.9M reactions from patents (1976-2016). Task: Predict the reactants needed to synthesize the given product. (1) The reactants are: [Cl:1][C:2]1[CH:7]=[CH:6][C:5]([CH:8]([C:10]2[CH:15]=[CH:14][C:13]([O:16][CH2:17][CH2:18][CH2:19][CH2:20][CH2:21][CH3:22])=[CH:12][CH:11]=2)[OH:9])=[CH:4][C:3]=1[S:23]([NH2:26])(=[O:25])=[O:24].CC(C)=O.OS(O)(=O)=O.O=[Cr](=O)=O. Given the product [Cl:1][C:2]1[CH:7]=[CH:6][C:5]([C:8](=[O:9])[C:10]2[CH:11]=[CH:12][C:13]([O:16][CH2:17][CH2:18][CH2:19][CH2:20][CH2:21][CH3:22])=[CH:14][CH:15]=2)=[CH:4][C:3]=1[S:23]([NH2:26])(=[O:25])=[O:24], predict the reactants needed to synthesize it. (2) Given the product [Cl:1][C:2]1[CH:3]=[C:4]([N:9]2[C:17](=[O:18])[C:16]3[C@@H:15]4[C:19]([CH3:21])([CH3:20])[C@@:12]([CH3:22])([CH2:13][CH2:14]4)[C:11]=3[N:10]2[CH3:24])[CH:5]=[C:6]([Cl:8])[CH:7]=1, predict the reactants needed to synthesize it. The reactants are: [Cl:1][C:2]1[CH:3]=[C:4]([N:9]2[C:17](=[O:18])[C:16]3[C@@H:15]4[C:19]([CH3:21])([CH3:20])[C@@:12]([CH3:22])([CH2:13][CH2:14]4)[C:11]=3[NH:10]2)[CH:5]=[C:6]([Cl:8])[CH:7]=1.I[CH3:24].C. (3) Given the product [Cl:30][C:28]1[CH:27]=[CH:26][C:25]([F:31])=[C:24]([CH:29]=1)[CH2:23][N:12]([C:13]1[CH:22]=[CH:21][C:16]2[O:17][CH2:18][CH2:19][O:20][C:15]=2[CH:14]=1)[CH:9]1[CH2:8][CH2:7][N:6]([CH:4]([CH3:5])[CH2:3][CH2:2][NH:1][C:35](=[O:36])[C:34]2[C:38]([CH3:42])=[CH:39][CH:40]=[CH:41][C:33]=2[CH3:32])[CH2:11][CH2:10]1, predict the reactants needed to synthesize it. The reactants are: [NH2:1][CH2:2][CH2:3][CH:4]([N:6]1[CH2:11][CH2:10][CH:9]([N:12]([CH2:23][C:24]2[CH:29]=[C:28]([Cl:30])[CH:27]=[CH:26][C:25]=2[F:31])[C:13]2[CH:22]=[CH:21][C:16]3[O:17][CH2:18][CH2:19][O:20][C:15]=3[CH:14]=2)[CH2:8][CH2:7]1)[CH3:5].[CH3:32][C:33]1[CH:41]=[CH:40][CH:39]=[C:38]([CH3:42])[C:34]=1[C:35](O)=[O:36]. (4) Given the product [CH3:34][O:35][C:36]1[CH:43]=[CH:42][C:39]([CH2:40][NH:41][S:20]([C:16]2[CH:17]=[CH:18][CH:19]=[C:14]([C:10]3[N:9]=[C:8]([C:6]4[CH:5]=[C:4]([C:24]5[CH:29]=[CH:28][C:27]([C:30]([F:33])([F:31])[F:32])=[CH:26][CH:25]=5)[CH:3]=[C:2]([CH3:1])[N:7]=4)[CH:13]=[CH:12][CH:11]=3)[CH:15]=2)(=[O:22])=[O:21])=[CH:38][CH:37]=1, predict the reactants needed to synthesize it. The reactants are: [CH3:1][C:2]1[N:7]=[C:6]([C:8]2[CH:13]=[CH:12][CH:11]=[C:10]([C:14]3[CH:15]=[C:16]([S:20](Cl)(=[O:22])=[O:21])[CH:17]=[CH:18][CH:19]=3)[N:9]=2)[CH:5]=[C:4]([C:24]2[CH:29]=[CH:28][C:27]([C:30]([F:33])([F:32])[F:31])=[CH:26][CH:25]=2)[CH:3]=1.[CH3:34][O:35][C:36]1[CH:43]=[CH:42][C:39]([CH2:40][NH2:41])=[CH:38][CH:37]=1. (5) Given the product [CH2:1]([C@@H:8]1[CH2:12][O:11][C:10](=[O:13])[N:9]1[C:14](=[O:19])[CH:15]([CH2:31][C:32]1[C:33]([Cl:47])=[CH:34][C:35]([O:39][CH2:40][C:41]2[CH:42]=[CH:43][CH:44]=[CH:45][CH:46]=2)=[CH:36][C:37]=1[Cl:38])[CH2:16][CH:17]=[CH2:18])[C:2]1[CH:3]=[CH:4][CH:5]=[CH:6][CH:7]=1, predict the reactants needed to synthesize it. The reactants are: [CH2:1]([C@@H:8]1[CH2:12][O:11][C:10](=[O:13])[N:9]1[C:14](=[O:19])[CH2:15][CH2:16][CH:17]=[CH2:18])[C:2]1[CH:7]=[CH:6][CH:5]=[CH:4][CH:3]=1.[Li+].C[Si]([N-][Si](C)(C)C)(C)C.Br[CH2:31][C:32]1[C:37]([Cl:38])=[CH:36][C:35]([O:39][CH2:40][C:41]2[CH:46]=[CH:45][CH:44]=[CH:43][CH:42]=2)=[CH:34][C:33]=1[Cl:47]. (6) Given the product [NH2:7][C:2]([CH2:5][O:6][CH2:13][CH2:12][C:11]#[N:14])([CH2:3][O:4][CH2:13][CH2:12][C:11]#[N:14])[CH2:1][O:8][CH2:13][CH2:12][C:11]#[N:14], predict the reactants needed to synthesize it. The reactants are: [CH2:1]([OH:8])[C:2]([NH2:7])([CH2:5][OH:6])[CH2:3][OH:4].[OH-].[K+].[C:11](#[N:14])[CH:12]=[CH2:13].Cl.